This data is from Catalyst prediction with 721,799 reactions and 888 catalyst types from USPTO. The task is: Predict which catalyst facilitates the given reaction. (1) Reactant: Br[CH2:2][C:3]1[C:8]([C:9]#[N:10])=[CH:7][CH:6]=[C:5]([O:11][CH3:12])[N:4]=1.[NH2:13][C:14]1[C:15]2[C:16](=[N:20][N:21]([CH2:23][C:24]3[CH:29]=[CH:28][C:27]([CH2:30][N:31]4[CH:36]=[CH:35][CH:34]=[CH:33][C:32]4=[O:37])=[CH:26][CH:25]=3)[CH:22]=2)[N:17]=[CH:18][N:19]=1. Product: [CH3:12][O:11][C:5]1[N:4]=[C:3]([CH2:2][NH:13][C:14]2[C:15]3[C:16](=[N:20][N:21]([CH2:23][C:24]4[CH:25]=[CH:26][C:27]([CH2:30][N:31]5[CH:36]=[CH:35][CH:34]=[CH:33][C:32]5=[O:37])=[CH:28][CH:29]=4)[CH:22]=3)[N:17]=[CH:18][N:19]=2)[C:8]([C:9]#[N:10])=[CH:7][CH:6]=1. The catalyst class is: 9. (2) Reactant: [Br:1][C:2]1[N:12]=[CH:11][C:5]2[O:6][CH2:7][C:8](=O)[NH:9][C:4]=2[CH:3]=1. Product: [Br:1][C:2]1[N:12]=[CH:11][C:5]2[O:6][CH2:7][CH2:8][NH:9][C:4]=2[CH:3]=1. The catalyst class is: 1. (3) Reactant: [N:1]1[N:5]2[C:6]3[C:11]([CH:12]=[CH:13][C:4]2=[N:3][N:2]=1)=[C:10]([CH2:14][CH:15]=O)[CH:9]=[CH:8][CH:7]=3.[CH3:17][C:18]1[CH:27]=[CH:26][C:25]2[C:20](=[CH:21][CH:22]=[CH:23][C:24]=2N2CCN[C@H](C)C2)[N:19]=1.C(O[BH-](O[C:45](=O)[CH3:46])OC(=O)C)(=O)C.[Na+]. Product: [CH3:17][C:18]1[CH:27]=[CH:26][C:25]2[C:20](=[CH:21][CH:22]=[CH:23][C:24]=2[CH:46]2[CH2:45][CH2:6][N:5]([CH2:15][CH2:14][C:10]3[CH:9]=[CH:8][CH:7]=[C:6]4[C:11]=3[CH:12]=[CH:13][C:4]3[N:5]4[N:1]=[N:2][N:3]=3)[CH2:4][CH2:13]2)[N:19]=1. The catalyst class is: 26. (4) Reactant: [F:1][C:2]([F:16])([F:15])[S:3]([O:6][C:7]12[CH2:13][CH:10]([CH2:11][CH2:12]1)[CH2:9][C:8]2=C)(=[O:5])=[O:4].[O:17]=[O+][O-].CSC.O. Product: [F:1][C:2]([F:16])([F:15])[S:3]([O:6][C:7]12[CH2:13][CH:10]([CH2:11][CH2:12]1)[CH2:9][C:8]2=[O:17])(=[O:5])=[O:4]. The catalyst class is: 5. (5) Product: [OH:4][CH2:5][CH2:6][CH2:7][CH2:8][CH2:9][CH2:10][CH2:11][CH2:12][CH2:13][CH2:14][CH2:15][CH2:16][O:27][CH2:28][CH:29]([CH2:31][OH:32])[OH:30]. The catalyst class is: 6. Reactant: [Cl-].[Ca+2].[Cl-].[O:4]1[CH:6]([CH2:7][CH2:8][CH2:9][CH2:10][CH2:11][CH2:12][CH2:13][CH2:14][CH2:15][CH3:16])[CH2:5]1.S(=O)(=O)(O)O.C(=O)([O-])O.[Na+].[OH:27][CH2:28][CH:29]([CH2:31][OH:32])[OH:30]. (6) Reactant: C([Li])CCC.[I-].[CH3:7][P+:8]([C:21]1[CH:26]=[CH:25][CH:24]=[CH:23][CH:22]=1)([C:15]1[CH:20]=[CH:19][CH:18]=[CH:17][CH:16]=1)[C:9]1[CH:14]=[CH:13][CH:12]=[CH:11][CH:10]=1.[OH:27][C:28]1[C:37]([CH3:38])=[CH:36][CH:35]=[CH:34][C:29]=1[C:30](OC)=[O:31]. Product: [OH:27][C:28]1[C:37]([CH3:38])=[CH:36][CH:35]=[CH:34][C:29]=1[C:30](=[O:31])[CH:7]=[P:8]([C:15]1[CH:16]=[CH:17][CH:18]=[CH:19][CH:20]=1)([C:9]1[CH:10]=[CH:11][CH:12]=[CH:13][CH:14]=1)[C:21]1[CH:26]=[CH:25][CH:24]=[CH:23][CH:22]=1. The catalyst class is: 323. (7) Reactant: N1C2C(=NC=CC=2)N([O:10][C:11]([C:13]2[C:17]([CH3:18])=[C:16](/[CH:19]=[C:20]3\[C:21](=[O:41])[NH:22][C:23]4[C:28]\3=[CH:27][C:26]([S:29]([CH2:32][C:33]3[C:38]([Cl:39])=[CH:37][CH:36]=[CH:35][C:34]=3[Cl:40])(=[O:31])=[O:30])=[CH:25][CH:24]=4)[NH:15][C:14]=2[CH3:42])=O)N=1.[CH:43]1([CH2:46][NH2:47])[CH2:45][CH2:44]1. Product: [CH:43]1([CH2:46][NH:47][C:11]([C:13]2[C:17]([CH3:18])=[C:16](/[CH:19]=[C:20]3\[C:21](=[O:41])[NH:22][C:23]4[C:28]\3=[CH:27][C:26]([S:29]([CH2:32][C:33]3[C:34]([Cl:40])=[CH:35][CH:36]=[CH:37][C:38]=3[Cl:39])(=[O:30])=[O:31])=[CH:25][CH:24]=4)[NH:15][C:14]=2[CH3:42])=[O:10])[CH2:45][CH2:44]1. The catalyst class is: 44. (8) Reactant: Cl[C:2]1[CH:7]=[C:6]([C:8]2[CH:16]=[CH:15][CH:14]=[C:13]3[C:9]=2[CH:10]=[N:11][NH:12]3)[N:5]=[C:4]2[N:17]([CH3:20])[N:18]=[CH:19][C:3]=12.[CH3:21][C:22]1[CH:27]=[CH:26][CH:25]=[C:24]([CH3:28])[C:23]=1[OH:29].C(=O)([O-])[O-].[K+].[K+]. Product: [CH3:21][C:22]1[CH:27]=[CH:26][CH:25]=[C:24]([CH3:28])[C:23]=1[O:29][C:2]1[CH:7]=[C:6]([C:8]2[CH:16]=[CH:15][CH:14]=[C:13]3[C:9]=2[CH:10]=[N:11][NH:12]3)[N:5]=[C:4]2[N:17]([CH3:20])[N:18]=[CH:19][C:3]=12. The catalyst class is: 39.